Predict the product of the given reaction. From a dataset of Forward reaction prediction with 1.9M reactions from USPTO patents (1976-2016). (1) Given the reactants [C:1](Cl)(=O)[C:2]1[CH:7]=[CH:6][CH:5]=[CH:4][CH:3]=1.P([O-])([O-])([O-])=O.C1C=[N+]([C@@H:40]2[O:41][C@H:37]([CH2:36][O:35]P(OP([O:35][CH2:36][C@H:37]3[O:41][C@@H:40](N4C5N=CN=C(N)C=5N=C4)[C@H:39]([O:52]P(O)(O)=O)[C@@H:38]3O)(O)=O)(O)=O)[C@@H:38](O)[C@H:39]2[OH:52])C=C(C(N)=O)C=1.P(=O)(O)(O)O.[CH:68]1C2C(=O)C3C(=CC=CC=3)C=2C=CC=1.F[C:83](F)(F)[C:84]([OH:86])=O.[OH2:89], predict the reaction product. The product is: [CH3:1][C@H:2]1[C@@H:7]2[CH2:6][CH2:5][C@:84]3([CH3:83])[O:86][O:52][C@:39]42[C@H:38]([C@@H:37]([CH3:68])[C:36]([O:35][C@@H:40]4[O:41]3)=[O:89])[CH2:4][CH2:3]1. (2) Given the reactants [OH:1][C:2]1[C:11]2[C:6](=[CH:7][CH:8]=[C:9]([C:12]([O:14][CH3:15])=[O:13])[CH:10]=2)[CH:5]=[C:4]([CH3:16])[N:3]=1.[B-](F)(F)(F)[F:18].[B-](F)(F)(F)F.C1[N+]2(CCl)CC[N+](F)(CC2)C1.C(#N)C, predict the reaction product. The product is: [F:18][C:5]1[C:6]2[C:11](=[CH:10][C:9]([C:12]([O:14][CH3:15])=[O:13])=[CH:8][CH:7]=2)[C:2]([OH:1])=[N:3][C:4]=1[CH3:16]. (3) Given the reactants [F:1][C:2]1[CH:3]=[C:4]2[C:8](=[CH:9][CH:10]=1)[NH:7][C:6](=[O:11])[C:5]2=O.O[CH2:14][C:15]([C:17]1[CH:22]=[CH:21][CH:20]=[CH:19][CH:18]=1)=O.[OH-:23].[Na+].Cl.[OH2:26], predict the reaction product. The product is: [F:1][C:2]1[CH:3]=[C:4]2[C:8](=[CH:9][CH:10]=1)[N:7]=[C:15]([C:17]1[CH:22]=[CH:21][CH:20]=[CH:19][CH:18]=1)[C:14]([OH:23])=[C:5]2[C:6]([OH:11])=[O:26]. (4) Given the reactants C[C:2]1([CH3:10])[O:9][C:7](=[O:8])[CH2:6][C:4](=[O:5])O1.N1C=CC=CC=1.[C:17]1([CH2:23][CH2:24]C(Cl)=O)[CH:22]=[CH:21][CH:20]=[CH:19][CH:18]=1, predict the reaction product. The product is: [CH2:2]([O:9][C:7](=[O:8])[CH2:6][C:4](=[O:5])[CH2:24][CH2:23][C:17]1[CH:22]=[CH:21][CH:20]=[CH:19][CH:18]=1)[CH3:10]. (5) Given the reactants [CH3:1][C:2]1[C:10]2[C:5](=[CH:6][CH:7]=[C:8]([NH2:11])[CH:9]=2)[NH:4][N:3]=1.[Cl:12][C:13]1[CH:18]=[CH:17][C:16]([CH:19]2[CH2:24][C:23](=[O:25])[NH:22][C:21]([CH3:26])=[C:20]2[C:27](O)=[O:28])=[CH:15][C:14]=1[O:30][CH3:31].C(Cl)CCl.CCN(CC)CC, predict the reaction product. The product is: [Cl:12][C:13]1[CH:18]=[CH:17][C:16]([CH:19]2[CH2:24][C:23](=[O:25])[NH:22][C:21]([CH3:26])=[C:20]2[C:27]([NH:11][C:8]2[CH:9]=[C:10]3[C:5](=[CH:6][CH:7]=2)[NH:4][N:3]=[C:2]3[CH3:1])=[O:28])=[CH:15][C:14]=1[O:30][CH3:31]. (6) The product is: [OH:45][NH:43][C:41](=[O:42])[C@H:16]([CH2:17][CH2:18][CH2:19][CH2:20][NH:21][C:22](=[O:23])[C@H:24]([CH2:25][C:26]1[CH:31]=[CH:30][CH:29]=[CH:28][CH:27]=1)[NH:32][S:33]([C:36]1[S:40][CH:39]=[CH:38][CH:37]=1)(=[O:34])=[O:35])[N:11]([CH2:12][CH:13]([CH3:15])[CH3:14])[S:8]([C:5]1[CH:4]=[CH:3][C:2]([CH3:1])=[CH:7][CH:6]=1)(=[O:9])=[O:10]. Given the reactants [CH3:1][C:2]1[CH:7]=[CH:6][C:5]([S:8]([N:11]([C@H:16]([C:41]([NH2:43])=[O:42])[CH2:17][CH2:18][CH2:19][CH2:20][NH:21][C:22]([C@@H:24]([NH:32][S:33]([C:36]2[S:40][CH:39]=[CH:38][CH:37]=2)(=[O:35])=[O:34])[CH2:25][C:26]2[CH:31]=[CH:30][CH:29]=[CH:28][CH:27]=2)=[O:23])[CH2:12][CH:13]([CH3:15])[CH3:14])(=[O:10])=[O:9])=[CH:4][CH:3]=1.N[OH:45], predict the reaction product. (7) Given the reactants [CH3:1][C:2]1([C:8]2[CH:13]=[CH:12][C:11]([S:14](Cl)(=[O:16])=[O:15])=[CH:10][CH:9]=2)[CH2:7][CH2:6][O:5][CH2:4][CH2:3]1.[NH2:18][C:19]1[CH:24]=[CH:23][C:22]([Cl:25])=[CH:21][C:20]=1[C:26]([C:28]1[CH:33]=[CH:32][CH:31]=[C:30]([CH3:34])[N:29]=1)=[O:27], predict the reaction product. The product is: [Cl:25][C:22]1[CH:23]=[CH:24][C:19]([NH:18][S:14]([C:11]2[CH:12]=[CH:13][C:8]([C:2]3([CH3:1])[CH2:7][CH2:6][O:5][CH2:4][CH2:3]3)=[CH:9][CH:10]=2)(=[O:16])=[O:15])=[C:20]([C:26]([C:28]2[CH:33]=[CH:32][CH:31]=[C:30]([CH3:34])[N:29]=2)=[O:27])[CH:21]=1.